Task: Predict the reactants needed to synthesize the given product.. Dataset: Full USPTO retrosynthesis dataset with 1.9M reactions from patents (1976-2016) (1) Given the product [CH3:23][S:24]([O:1][CH2:2][C@H:3]1[CH2:4][CH2:5][C@H:6]([NH:9][C:10]([O:11][C:12]([CH3:13])([CH3:15])[CH3:14])=[O:16])[CH2:7][CH2:8]1)(=[O:26])=[O:25], predict the reactants needed to synthesize it. The reactants are: [OH:1][CH2:2][C@H:3]1[CH2:8][CH2:7][C@H:6]([NH:9][C:10](=[O:16])[O:11][C:12]([CH3:15])([CH3:14])[CH3:13])[CH2:5][CH2:4]1.N1C=CC=CC=1.[CH3:23][S:24](Cl)(=[O:26])=[O:25]. (2) Given the product [CH:12]1([NH:15][C:16]([C:18]2[CH:19]=[C:20]([F:40])[C:21]([CH3:39])=[C:22]([C:24]3[N+:29]([O-:9])=[CH:28][C:27]([C:30]([NH:32][C@@H:33]([CH3:38])[C:34]([CH3:36])([CH3:35])[CH3:37])=[O:31])=[CH:26][CH:25]=3)[CH:23]=2)=[O:17])[CH2:14][CH2:13]1, predict the reactants needed to synthesize it. The reactants are: C1C=C(Cl)C=C(C(OO)=[O:9])C=1.[CH:12]1([NH:15][C:16]([C:18]2[CH:19]=[C:20]([F:40])[C:21]([CH3:39])=[C:22]([C:24]3[N:29]=[CH:28][C:27]([C:30]([NH:32][C@@H:33]([CH3:38])[C:34]([CH3:37])([CH3:36])[CH3:35])=[O:31])=[CH:26][CH:25]=3)[CH:23]=2)=[O:17])[CH2:14][CH2:13]1.